From a dataset of Full USPTO retrosynthesis dataset with 1.9M reactions from patents (1976-2016). Predict the reactants needed to synthesize the given product. (1) Given the product [Si:1]([O:8][CH2:9][CH2:10][O:11][NH:12][C:13](=[O:33])[C:14]1[CH:19]=[C:18]([CH:20]=[O:35])[C:17]([F:22])=[C:16]([F:23])[C:15]=1[NH:24][C:25]1[CH:30]=[CH:29][C:28]([I:31])=[CH:27][C:26]=1[F:32])([C:4]([CH3:7])([CH3:6])[CH3:5])([CH3:3])[CH3:2], predict the reactants needed to synthesize it. The reactants are: [Si:1]([O:8][CH2:9][CH2:10][O:11][NH:12][C:13](=[O:33])[C:14]1[CH:19]=[C:18]([CH:20]=C)[C:17]([F:22])=[C:16]([F:23])[C:15]=1[NH:24][C:25]1[CH:30]=[CH:29][C:28]([I:31])=[CH:27][C:26]=1[F:32])([C:4]([CH3:7])([CH3:6])[CH3:5])([CH3:3])[CH3:2].I([O-])(=O)(=O)=[O:35].[Na+]. (2) Given the product [CH3:42][N:36]1[C:35]2[CH:43]=[CH:44][CH:45]=[CH:46][C:34]=2[C:33]([CH2:47][N:4]2[C:5](=[O:30])[C:6]3[N:7]([CH2:25][CH:26]=[C:27]([CH3:29])[CH3:28])[C:8]([N:11]4[CH2:16][CH2:15][CH2:14][CH:13]([NH:17][C:18]([O:20][C:21]([CH3:24])([CH3:22])[CH3:23])=[O:19])[CH2:12]4)=[N:9][C:10]=3[N:2]([CH3:1])[C:3]2=[O:31])=[CH:38][S:37]1(=[O:40])=[O:41], predict the reactants needed to synthesize it. The reactants are: [CH3:1][N:2]1[C:10]2[N:9]=[C:8]([N:11]3[CH2:16][CH2:15][CH2:14][CH:13]([NH:17][C:18]([O:20][C:21]([CH3:24])([CH3:23])[CH3:22])=[O:19])[CH2:12]3)[N:7]([CH2:25][CH:26]=[C:27]([CH3:29])[CH3:28])[C:6]=2[C:5](=[O:30])[NH:4][C:3]1=[O:31].Br[C:33]1[C:34]2[CH:46]=[CH:45][CH:44]=[CH:43][C:35]=2[N:36]([CH3:42])[S:37](=[O:41])(=[O:40])[C:38]=1C.[C:47](=O)([O-])[O-].[K+].[K+].O. (3) The reactants are: [N+:1]([C:4]1[CH:9]=[CH:8][C:7]([C:10]#[N:11])=[CH:6][C:5]=1[OH:12])([O-:3])=[O:2].[C:13](=O)([O-])[O-].[Cs+].[Cs+].CCO[C:22]([CH3:24])=O. Given the product [CH2:13]([O:12][C:5]1[CH:6]=[C:7]([C:10]#[N:11])[CH:8]=[CH:9][C:4]=1[N+:1]([O-:3])=[O:2])[CH:22]=[CH2:24], predict the reactants needed to synthesize it. (4) Given the product [Br:1][C:2]1[CH:3]=[CH:4][C:5]([C:8]2[C:12]([N+:13]([O-:15])=[O:14])=[CH:11][NH:10][N:9]=2)=[N:6][CH:7]=1, predict the reactants needed to synthesize it. The reactants are: [Br:1][C:2]1[CH:3]=[CH:4][C:5]([C:8]2[CH:12]=[CH:11][NH:10][N:9]=2)=[N:6][CH:7]=1.[N+:13]([O-])([OH:15])=[O:14].[OH-].[Na+]. (5) The reactants are: Cl.[C:2]1([C:8]2[CH:9]=[C:10]3[C:14](=[C:15]([C:17]([NH2:19])=[O:18])[CH:16]=2)[NH:13][N:12]=[C:11]3[CH:20]2[CH2:25][CH2:24][NH:23][CH2:22][CH2:21]2)[CH:7]=[CH:6][CH:5]=[CH:4][CH:3]=1.[C:26]1([S:32](Cl)(=[O:34])=[O:33])[CH:31]=[CH:30][CH:29]=[CH:28][CH:27]=1.C(N(CC)CC)C. Given the product [C:2]1([C:8]2[CH:9]=[C:10]3[C:14](=[C:15]([C:17]([NH2:19])=[O:18])[CH:16]=2)[NH:13][N:12]=[C:11]3[CH:20]2[CH2:25][CH2:24][N:23]([S:32]([C:26]3[CH:31]=[CH:30][CH:29]=[CH:28][CH:27]=3)(=[O:34])=[O:33])[CH2:22][CH2:21]2)[CH:3]=[CH:4][CH:5]=[CH:6][CH:7]=1, predict the reactants needed to synthesize it.